This data is from Full USPTO retrosynthesis dataset with 1.9M reactions from patents (1976-2016). The task is: Predict the reactants needed to synthesize the given product. (1) Given the product [OH:1][C:2]1[CH:11]=[C:10]2[C:5]([C:6]([O:12][CH2:20][CH3:21])=[N:7][CH:8]=[N:9]2)=[CH:4][CH:3]=1, predict the reactants needed to synthesize it. The reactants are: [OH:1][C:2]1[CH:11]=[C:10]2[C:5]([C:6](=[O:12])[NH:7][CH:8]=[N:9]2)=[CH:4][CH:3]=1.P(Cl)(Cl)(Cl)=O.CN(C)[C:20]1C=CC=C[CH:21]=1.[Na]. (2) Given the product [C:20]1([C:23]2[CH:24]=[CH:25][CH:26]=[CH:27][CH:28]=2)[CH:21]=[CH:22][C:17]([N:16]([C:10]2[CH:11]=[CH:12][CH:13]=[CH:14][CH:15]=2)[C:6]2[CH:5]=[C:4]([Br:9])[CH:3]=[C:2]([N:16]([C:10]3[CH:15]=[CH:50][C:49]([C:51]4[CH:21]=[CH:22][CH:17]=[CH:18][CH:19]=4)=[CH:48][CH:11]=3)[C:42]3[CH:43]=[CH:44][CH:45]=[CH:46][CH:47]=3)[CH:7]=2)=[CH:18][CH:19]=1, predict the reactants needed to synthesize it. The reactants are: Br[C:2]1[CH:7]=[C:6](Br)[CH:5]=[C:4]([Br:9])[CH:3]=1.[C:10]1([NH:16][C:17]2[CH:22]=[CH:21][C:20]([C:23]3[CH:28]=[CH:27][CH:26]=[CH:25][CH:24]=3)=[CH:19][CH:18]=2)[CH:15]=[CH:14][CH:13]=[CH:12][CH:11]=1.[CH:42]1[CH:47]=[CH:46][C:45](P([C:42]2[CH:47]=[CH:46][CH:45]=[CH:44][CH:43]=2)[C:42]2[CH:47]=[CH:46][CH:45]=[CH:44][CH:43]=2)=[CH:44][CH:43]=1.[CH3:48][C:49]([O-])([CH3:51])[CH3:50].[Na+]. (3) Given the product [F:18][CH:17]([F:19])[C:4]1[C:3]([C:20]#[N:21])=[C:2]([N:25]2[CH2:24][C@H:23]([CH3:22])[O:28][C@H:27]([CH3:29])[CH2:26]2)[N:6]([C:7]2[CH:12]=[CH:11][C:10]([S:13]([CH3:16])(=[O:15])=[O:14])=[CH:9][N:8]=2)[N:5]=1, predict the reactants needed to synthesize it. The reactants are: Cl[C:2]1[N:6]([C:7]2[CH:12]=[CH:11][C:10]([S:13]([CH3:16])(=[O:15])=[O:14])=[CH:9][N:8]=2)[N:5]=[C:4]([CH:17]([F:19])[F:18])[C:3]=1[C:20]#[N:21].[CH3:22][C@H:23]1[O:28][C@@H:27]([CH3:29])[CH2:26][NH:25][CH2:24]1.[F-].[K+].O. (4) Given the product [F:1][C:2]([C:22]1[CH:34]=[CH:33][C:25]([O:26][CH2:27][C:28]([OH:30])=[O:29])=[C:24]([CH3:35])[CH:23]=1)([F:21])[CH2:3][CH2:4][C:5]1[S:9][C:8]([C:10]2[CH:11]=[CH:12][C:13]([C:16]([F:17])([F:18])[F:19])=[CH:14][CH:15]=2)=[N:7][C:6]=1[CH3:20], predict the reactants needed to synthesize it. The reactants are: [F:1][C:2]([C:22]1[CH:34]=[CH:33][C:25]([O:26][CH2:27][C:28]([O:30]CC)=[O:29])=[C:24]([CH3:35])[CH:23]=1)([F:21])[CH2:3][CH2:4][C:5]1[S:9][C:8]([C:10]2[CH:15]=[CH:14][C:13]([C:16]([F:19])([F:18])[F:17])=[CH:12][CH:11]=2)=[N:7][C:6]=1[CH3:20]. (5) Given the product [CH3:8][N:7]([CH2:9][C:10]1[CH:14]=[C:13]([C:28]2[CH:29]=[N:30][CH:31]=[CH:32][C:27]=2[CH3:26])[N:12]([S:16]([C:19]2[CH:20]=[N:21][CH:22]=[CH:23][CH:24]=2)(=[O:18])=[O:17])[CH:11]=1)[C:6](=[O:25])[O:5][C:1]([CH3:4])([CH3:3])[CH3:2], predict the reactants needed to synthesize it. The reactants are: [C:1]([O:5][C:6](=[O:25])[N:7]([CH2:9][C:10]1[CH:14]=[C:13](Br)[N:12]([S:16]([C:19]2[CH:20]=[N:21][CH:22]=[CH:23][CH:24]=2)(=[O:18])=[O:17])[CH:11]=1)[CH3:8])([CH3:4])([CH3:3])[CH3:2].[CH3:26][C:27]1[CH:32]=[CH:31][N:30]=[CH:29][C:28]=1B(O)O.C(=O)([O-])O.[Na+].COCCOC. (6) Given the product [C:1]([O:4][CH:5]1[C:9]2=[N:10][CH:11]=[C:12]([NH:29][C:48]([C:46]3[CH:45]=[CH:44][C:43]([F:51])=[C:42]([C:32]4[C:31]([F:30])=[CH:36][C:35]([C:37]([OH:40])([CH3:39])[CH3:38])=[CH:34][C:33]=4[F:41])[N:47]=3)=[O:49])[C:13]([N:14]3[CH2:19][C@H:18]([CH3:20])[CH2:17][C@H:16]([NH:21][C:22]([O:24][C:25]([CH3:28])([CH3:27])[CH3:26])=[O:23])[CH2:15]3)=[C:8]2[CH2:7][CH2:6]1)(=[O:3])[CH3:2], predict the reactants needed to synthesize it. The reactants are: [C:1]([O:4][CH:5]1[C:9]2=[N:10][CH:11]=[C:12]([NH2:29])[C:13]([N:14]3[CH2:19][C@H:18]([CH3:20])[CH2:17][C@H:16]([NH:21][C:22]([O:24][C:25]([CH3:28])([CH3:27])[CH3:26])=[O:23])[CH2:15]3)=[C:8]2[CH2:7][CH2:6]1)(=[O:3])[CH3:2].[F:30][C:31]1[CH:36]=[C:35]([C:37]([OH:40])([CH3:39])[CH3:38])[CH:34]=[C:33]([F:41])[C:32]=1[C:42]1[N:47]=[C:46]([C:48](O)=[O:49])[CH:45]=[CH:44][C:43]=1[F:51].CN(C(ON1N=NC2C=CC=NC1=2)=[N+](C)C)C.F[P-](F)(F)(F)(F)F.CCN(C(C)C)C(C)C. (7) Given the product [CH2:1]([O:3][CH2:4][C:5]1([OH:18])[CH2:6][CH2:7][NH:8][CH2:9][CH2:10]1)[CH3:2], predict the reactants needed to synthesize it. The reactants are: [CH2:1]([O:3][CH2:4][C:5]1([OH:18])[CH2:10][CH2:9][N:8](C(OC(C)(C)C)=O)[CH2:7][CH2:6]1)[CH3:2].C(O)(C(F)(F)F)=O. (8) Given the product [Cl:17][C:18]1[CH:23]=[CH:22][C:21]([C:2]2[C:11]3[CH2:10][CH2:9][CH2:8][CH:7]([NH:12][C:13](=[O:16])[CH2:14][CH3:15])[C:6]=3[CH:5]=[N:4][CH:3]=2)=[CH:20][C:19]=1[F:27], predict the reactants needed to synthesize it. The reactants are: Br[C:2]1[C:11]2[CH2:10][CH2:9][CH2:8][CH:7]([NH:12][C:13](=[O:16])[CH2:14][CH3:15])[C:6]=2[CH:5]=[N:4][CH:3]=1.[Cl:17][C:18]1[CH:23]=[CH:22][C:21](B(O)O)=[CH:20][C:19]=1[F:27].